Predict the reactants needed to synthesize the given product. From a dataset of Full USPTO retrosynthesis dataset with 1.9M reactions from patents (1976-2016). Given the product [CH3:1][O:2][C:3]([C:5]1[C:10]([C:22]2[CH2:23][CH2:24][N:19]([C:17]([O:16][C:12]([CH3:15])([CH3:14])[CH3:13])=[O:18])[CH2:20][CH:21]=2)=[CH:9][CH:8]=[CH:7][N:6]=1)=[O:4], predict the reactants needed to synthesize it. The reactants are: [CH3:1][O:2][C:3]([C:5]1[C:10](Br)=[CH:9][CH:8]=[CH:7][N:6]=1)=[O:4].[C:12]([O:16][C:17]([N:19]1[CH2:24][CH:23]=[C:22](B2OC(C)(C)C(C)(C)O2)[CH2:21][CH2:20]1)=[O:18])([CH3:15])([CH3:14])[CH3:13].C([O-])([O-])=O.[Na+].[Na+].